This data is from Full USPTO retrosynthesis dataset with 1.9M reactions from patents (1976-2016). The task is: Predict the reactants needed to synthesize the given product. (1) Given the product [C:28]([O:32][C:33](=[O:42])[NH:34][C@H:35]1[CH2:40][CH2:39][CH2:38][CH2:37][C@H:36]1[NH:41][C:2]1[N:3]=[CH:4][C:5]2[C:11]([CH:12]([F:14])[F:13])=[N:10][CH:9]=[C:8]([I:15])[C:6]=2[N:7]=1)([CH3:31])([CH3:29])[CH3:30], predict the reactants needed to synthesize it. The reactants are: Cl[C:2]1[N:3]=[CH:4][C:5]2[C:11]([CH:12]([F:14])[F:13])=[N:10][CH:9]=[C:8]([I:15])[C:6]=2[N:7]=1.C(N(C(C)C)C(C)C)C.C(O)C.[C:28]([O:32][C:33](=[O:42])[NH:34][C@H:35]1[CH2:40][CH2:39][CH2:38][CH2:37][C@H:36]1[NH2:41])([CH3:31])([CH3:30])[CH3:29]. (2) Given the product [Br:1][C:2]1[C:7]([O:8][CH2:18][O:17][CH2:15][CH3:16])=[CH:6][CH:5]=[CH:4][N:3]=1, predict the reactants needed to synthesize it. The reactants are: [Br:1][C:2]1[C:7]([OH:8])=[CH:6][CH:5]=[CH:4][N:3]=1.C(=O)([O-])[O-].[K+].[K+].[CH2:15]([O:17][CH2:18]Cl)[CH3:16].